From a dataset of Forward reaction prediction with 1.9M reactions from USPTO patents (1976-2016). Predict the product of the given reaction. (1) Given the reactants Br[C:2]1[CH:7]=[CH:6][C:5]([C:8]([F:11])([F:10])[F:9])=[CH:4][C:3]=1[S:12]([N:15]1[CH2:20][CH2:19][N:18]([C:21]([O:23][C:24]([CH3:27])([CH3:26])[CH3:25])=[O:22])[C@@H:17]([CH3:28])[CH2:16]1)(=[O:14])=[O:13].[C:29](=O)([O-])[O-].[K+].[K+].CB1OB(C)OB(C)O1, predict the reaction product. The product is: [CH3:28][C@H:17]1[CH2:16][N:15]([S:12]([C:3]2[CH:4]=[C:5]([C:8]([F:11])([F:10])[F:9])[CH:6]=[CH:7][C:2]=2[CH3:29])(=[O:14])=[O:13])[CH2:20][CH2:19][N:18]1[C:21]([O:23][C:24]([CH3:27])([CH3:26])[CH3:25])=[O:22]. (2) Given the reactants [Cl:1][C:2]1[CH:10]=[CH:9][CH:8]=[C:7]2[C:3]=1[C:4]([C:15]([OH:17])=O)=[CH:5][N:6]2[CH:11]1[CH2:14][O:13][CH2:12]1.CN(C(ON1N=NC2C=CC=NC1=2)=[N+](C)C)C.F[P-](F)(F)(F)(F)F.Cl.[NH2:43][CH2:44][C:45]1([OH:53])[CH2:50][CH2:49][C:48]([F:52])([F:51])[CH2:47][CH2:46]1.CCN(C(C)C)C(C)C, predict the reaction product. The product is: [Cl:1][C:2]1[CH:10]=[CH:9][CH:8]=[C:7]2[C:3]=1[C:4]([C:15]([NH:43][CH2:44][C:45]1([OH:53])[CH2:46][CH2:47][C:48]([F:52])([F:51])[CH2:49][CH2:50]1)=[O:17])=[CH:5][N:6]2[CH:11]1[CH2:12][O:13][CH2:14]1.